Dataset: NCI-60 drug combinations with 297,098 pairs across 59 cell lines. Task: Regression. Given two drug SMILES strings and cell line genomic features, predict the synergy score measuring deviation from expected non-interaction effect. (1) Drug 1: C1=CC=C(C=C1)NC(=O)CCCCCCC(=O)NO. Drug 2: CC1=C(C(=CC=C1)Cl)NC(=O)C2=CN=C(S2)NC3=CC(=NC(=N3)C)N4CCN(CC4)CCO. Cell line: RPMI-8226. Synergy scores: CSS=25.9, Synergy_ZIP=2.78, Synergy_Bliss=1.53, Synergy_Loewe=-9.50, Synergy_HSA=-0.711. (2) Cell line: HOP-62. Drug 1: CC1OCC2C(O1)C(C(C(O2)OC3C4COC(=O)C4C(C5=CC6=C(C=C35)OCO6)C7=CC(=C(C(=C7)OC)O)OC)O)O. Drug 2: N.N.Cl[Pt+2]Cl. Synergy scores: CSS=15.7, Synergy_ZIP=3.11, Synergy_Bliss=3.67, Synergy_Loewe=-16.7, Synergy_HSA=-0.375. (3) Drug 2: CC1=C(C=C(C=C1)C(=O)NC2=CC(=CC(=C2)C(F)(F)F)N3C=C(N=C3)C)NC4=NC=CC(=N4)C5=CN=CC=C5. Drug 1: CCC1(CC2CC(C3=C(CCN(C2)C1)C4=CC=CC=C4N3)(C5=C(C=C6C(=C5)C78CCN9C7C(C=CC9)(C(C(C8N6C)(C(=O)OC)O)OC(=O)C)CC)OC)C(=O)OC)O.OS(=O)(=O)O. Cell line: RPMI-8226. Synergy scores: CSS=-9.33, Synergy_ZIP=5.61, Synergy_Bliss=1.63, Synergy_Loewe=-7.84, Synergy_HSA=-8.10. (4) Cell line: RPMI-8226. Drug 2: C1=CN(C=N1)CC(O)(P(=O)(O)O)P(=O)(O)O. Synergy scores: CSS=48.6, Synergy_ZIP=5.23, Synergy_Bliss=5.29, Synergy_Loewe=-20.2, Synergy_HSA=3.89. Drug 1: C1=CC(=CC=C1CCC2=CNC3=C2C(=O)NC(=N3)N)C(=O)NC(CCC(=O)O)C(=O)O. (5) Drug 1: CC1=C(C(CCC1)(C)C)C=CC(=CC=CC(=CC(=O)O)C)C. Drug 2: CCC1=C2CN3C(=CC4=C(C3=O)COC(=O)C4(CC)O)C2=NC5=C1C=C(C=C5)O. Cell line: OVCAR-4. Synergy scores: CSS=-0.224, Synergy_ZIP=-1.16, Synergy_Bliss=-0.667, Synergy_Loewe=-1.87, Synergy_HSA=-1.96. (6) Drug 1: COC1=CC(=CC(=C1O)OC)C2C3C(COC3=O)C(C4=CC5=C(C=C24)OCO5)OC6C(C(C7C(O6)COC(O7)C8=CC=CS8)O)O. Drug 2: C1CNP(=O)(OC1)N(CCCl)CCCl. Cell line: UACC-257. Synergy scores: CSS=4.79, Synergy_ZIP=-3.57, Synergy_Bliss=-6.88, Synergy_Loewe=-62.4, Synergy_HSA=-6.20. (7) Drug 1: CC12CCC(CC1=CCC3C2CCC4(C3CC=C4C5=CN=CC=C5)C)O. Drug 2: CC(C1=C(C=CC(=C1Cl)F)Cl)OC2=C(N=CC(=C2)C3=CN(N=C3)C4CCNCC4)N. Cell line: NCIH23. Synergy scores: CSS=13.2, Synergy_ZIP=-5.02, Synergy_Bliss=0.241, Synergy_Loewe=-5.04, Synergy_HSA=-0.0873.